Dataset: Peptide-MHC class II binding affinity with 134,281 pairs from IEDB. Task: Regression. Given a peptide amino acid sequence and an MHC pseudo amino acid sequence, predict their binding affinity value. This is MHC class II binding data. (1) The peptide sequence is FFALCVLGLVAAALP. The MHC is H-2-IAb with pseudo-sequence H-2-IAb. The binding affinity (normalized) is 0.182. (2) The peptide sequence is MSWQTYVDEHLMCEI. The MHC is DRB5_0101 with pseudo-sequence DRB5_0101. The binding affinity (normalized) is 0.362. (3) The peptide sequence is DVKFPGGGQIVGGVY. The MHC is HLA-DPA10201-DPB10101 with pseudo-sequence HLA-DPA10201-DPB10101. The binding affinity (normalized) is 0.200.